From a dataset of Forward reaction prediction with 1.9M reactions from USPTO patents (1976-2016). Predict the product of the given reaction. (1) Given the reactants C([O:3][C:4](=[O:12])[CH2:5][C:6]1[N:7]=[C:8]([CH3:11])[S:9][CH:10]=1)C.O[Li].O, predict the reaction product. The product is: [CH3:11][C:8]1[S:9][CH:10]=[C:6]([CH2:5][C:4]([OH:12])=[O:3])[N:7]=1. (2) Given the reactants I[CH2:2][C:3]1[S:7][C:6]([C:8]2[CH:13]=[CH:12][C:11]([C:14]([F:17])([F:16])[F:15])=[CH:10][CH:9]=2)=[N:5][C:4]=1[CH3:18].[CH3:19][O:20][C:21](=[O:33])[CH2:22][CH2:23][C:24]1[CH:29]=[CH:28][C:27]([CH2:30][OH:31])=[CH:26][C:25]=1[CH3:32].[H-].[Na+], predict the reaction product. The product is: [CH3:19][O:20][C:21](=[O:33])[CH2:22][CH2:23][C:24]1[CH:29]=[CH:28][C:27]([CH2:30][O:31][CH2:2][C:3]2[S:7][C:6]([C:8]3[CH:13]=[CH:12][C:11]([C:14]([F:17])([F:16])[F:15])=[CH:10][CH:9]=3)=[N:5][C:4]=2[CH3:18])=[CH:26][C:25]=1[CH3:32]. (3) The product is: [CH3:37][S:38]([O:41][CH:42]1[CH2:43][N:44]([C:46]2[CH:51]=[CH:50][C:49]([C:52]3[N:57]=[C:56]([NH:58][C:59]4[CH:64]=[CH:63][C:62]([N:65]5[CH2:66][CH2:67][N:68]([CH:71]6[CH2:74][O:73][CH2:72]6)[CH2:69][CH2:70]5)=[CH:61][CH:60]=4)[N:55]=[CH:54][N:53]=3)=[CH:48][C:47]=2[C:75]#[N:76])[CH2:45]1)(=[O:40])=[O:39]. Given the reactants OC1CN(C2C=CC(C3N=C(NC4C=CC(N5CCN(C6COC6)CC5)=CC=4)N=CN=3)=CC=2C#N)C1.[CH3:37][S:38]([O:41][CH:42]1[CH2:45][N:44]([C:46]2[CH:51]=[CH:50][C:49]([C:52]3[N:57]=[C:56]([NH:58][C:59]4[CH:64]=[CH:63][C:62]([N:65]5[CH2:70][CH2:69][N:68]([CH:71]6[CH2:74][O:73][CH2:72]6)[CH2:67][CH2:66]5)=[CH:61][CH:60]=4)[N:55]=[CH:54][N:53]=3)=[CH:48][C:47]=2[C:75]#[N:76])[CH2:43]1)(=[O:40])=[O:39].C(N(CC)C(C)C)(C)C.CS(Cl)(=O)=O, predict the reaction product. (4) Given the reactants [OH:1][C@@:2]1([C:9]#[C:10][C:11]2[CH:12]=[C:13]([N:17]3[C:25]4[CH2:24][CH2:23][CH2:22][NH:21][C:20]=4[C:19]([C:26]([O:28]C)=O)=[N:18]3)[CH:14]=[CH:15][CH:16]=2)[CH2:6][CH2:5][N:4]([CH3:7])[C:3]1=[O:8].[NH3:30], predict the reaction product. The product is: [OH:1][C@@:2]1([C:9]#[C:10][C:11]2[CH:12]=[C:13]([N:17]3[C:25]4[CH2:24][CH2:23][CH2:22][NH:21][C:20]=4[C:19]([C:26]([NH2:30])=[O:28])=[N:18]3)[CH:14]=[CH:15][CH:16]=2)[CH2:6][CH2:5][N:4]([CH3:7])[C:3]1=[O:8]. (5) Given the reactants C([O-])([O-])=O.[Na+].[Na+].Br[C:8]1[C:13]([F:14])=[CH:12][C:11]([F:15])=[CH:10][N:9]=1.[OH:16][C:17]1[CH:22]=[CH:21][C:20](B(O)O)=[CH:19][CH:18]=1, predict the reaction product. The product is: [F:14][C:13]1[C:8]([C:20]2[CH:21]=[CH:22][C:17]([OH:16])=[CH:18][CH:19]=2)=[N:9][CH:10]=[C:11]([F:15])[CH:12]=1.